Dataset: Forward reaction prediction with 1.9M reactions from USPTO patents (1976-2016). Task: Predict the product of the given reaction. (1) The product is: [F:1][C:2]1[CH:9]=[CH:8][C:5]([CH:6]2[O:12][CH2:11][CH2:10][O:7]2)=[CH:4][CH:3]=1. Given the reactants [F:1][C:2]1[CH:9]=[CH:8][C:5]([CH:6]=[O:7])=[CH:4][CH:3]=1.[CH2:10](O)[CH2:11][OH:12].C1(C)C=CC=CC=1.CC1C=CC(S(O)(=O)=O)=CC=1, predict the reaction product. (2) Given the reactants [C:1]([C:4]1[CH:13]=[CH:12][C:11]([OH:14])=[C:10]2[C:5]=1[CH:6]=[CH:7][C:8](=[O:15])[NH:9]2)(=[O:3])[CH3:2].C(=O)([O-])[O-].[K+].[K+].[CH3:22][O:23][C:24]1[CH:31]=[CH:30][C:27]([CH2:28]Cl)=[CH:26][CH:25]=1, predict the reaction product. The product is: [C:1]([C:4]1[CH:13]=[CH:12][C:11]([O:14][CH2:28][C:27]2[CH:30]=[CH:31][C:24]([O:23][CH3:22])=[CH:25][CH:26]=2)=[C:10]2[C:5]=1[CH:6]=[CH:7][C:8](=[O:15])[NH:9]2)(=[O:3])[CH3:2]. (3) Given the reactants [Br:1][C:2]1[CH:3]=[C:4]2[C:9](=[CH:10][C:11]=1[O:12][CH3:13])[N:8]=[N:7][C:6](C(O)=O)=[C:5]2O.O=S(Cl)[Cl:20].C[N:23]([CH:25]=[O:26])C.N, predict the reaction product. The product is: [Br:1][C:2]1[CH:3]=[C:4]2[C:9](=[CH:10][C:11]=1[O:12][CH3:13])[N:8]=[N:7][C:6]([C:25]([NH2:23])=[O:26])=[C:5]2[Cl:20]. (4) Given the reactants [C:1]([C:5]1[CH:6]=[C:7]([CH:11]=[C:12]([O:14][CH2:15][CH2:16][CH2:17][O:18][CH:19]2[CH2:24][CH2:23][CH2:22][CH2:21][O:20]2)[CH:13]=1)[C:8]([OH:10])=O)([CH3:4])([CH3:3])[CH3:2].Cl.[CH3:26][NH:27][O:28][CH3:29].CCN(C(C)C)C(C)C.[B-](F)(F)(F)F.CCOC(C(C#N)=NOC(N(C)C)=[N+](C)C)=O, predict the reaction product. The product is: [C:1]([C:5]1[CH:6]=[C:7]([CH:11]=[C:12]([O:14][CH2:15][CH2:16][CH2:17][O:18][CH:19]2[CH2:24][CH2:23][CH2:22][CH2:21][O:20]2)[CH:13]=1)[C:8]([N:27]([O:28][CH3:29])[CH3:26])=[O:10])([CH3:2])([CH3:3])[CH3:4]. (5) Given the reactants [F:1][C:2]1[CH:7]=[C:6]([C:8](OC)=[O:9])[C:5]([C:12]2[N:13]=[CH:14][N:15]([C:17]([C:30]3[CH:35]=[CH:34][CH:33]=[CH:32][CH:31]=3)([C:24]3[CH:29]=[CH:28][CH:27]=[CH:26][CH:25]=3)[C:18]3[CH:23]=[CH:22][CH:21]=[CH:20][CH:19]=3)[CH:16]=2)=[CH:4][N:3]=1.[BH4-].[Na+], predict the reaction product. The product is: [F:1][C:2]1[CH:7]=[C:6]([CH2:8][OH:9])[C:5]([C:12]2[N:13]=[CH:14][N:15]([C:17]([C:30]3[CH:35]=[CH:34][CH:33]=[CH:32][CH:31]=3)([C:24]3[CH:25]=[CH:26][CH:27]=[CH:28][CH:29]=3)[C:18]3[CH:23]=[CH:22][CH:21]=[CH:20][CH:19]=3)[CH:16]=2)=[CH:4][N:3]=1.